This data is from Catalyst prediction with 721,799 reactions and 888 catalyst types from USPTO. The task is: Predict which catalyst facilitates the given reaction. (1) Reactant: [OH:1][CH2:2][C:3]1[O:7][N:6]=[C:5]([C:8]([OH:12])([C:10]#[CH:11])[CH3:9])[CH:4]=1.C(N(CC)CC)C.[C:20]1([CH3:30])[CH:25]=[CH:24][C:23]([S:26](Cl)(=[O:28])=[O:27])=[CH:22][CH:21]=1. Product: [CH3:30][C:20]1[CH:25]=[CH:24][C:23]([S:26]([O:1][CH2:2][C:3]2[O:7][N:6]=[C:5]([C:8]([OH:12])([C:10]#[CH:11])[CH3:9])[CH:4]=2)(=[O:28])=[O:27])=[CH:22][CH:21]=1. The catalyst class is: 2. (2) Reactant: Cl.[CH3:2][O:3][C:4]1[CH:5]=[C:6]([CH:10]=[CH:11][N:12]=1)[C:7]([OH:9])=O.CN(C(ON1N=NC2C=CC=NC1=2)=[N+](C)C)C.F[P-](F)(F)(F)(F)F.C(N(C(C)C)C(C)C)C.[O:46]1[CH2:51][CH2:50][O:49][CH2:48][CH:47]1[C:52]1[C:60]2[S:59][C:58]([NH2:61])=[N:57][C:56]=2[C:55]([O:62][CH3:63])=[CH:54][CH:53]=1. Product: [O:46]1[CH2:51][CH2:50][O:49][CH2:48][CH:47]1[C:52]1[C:60]2[S:59][C:58]([NH:61][C:7](=[O:9])[C:6]3[CH:10]=[CH:11][N:12]=[C:4]([O:3][CH3:2])[CH:5]=3)=[N:57][C:56]=2[C:55]([O:62][CH3:63])=[CH:54][CH:53]=1. The catalyst class is: 1. (3) Reactant: C(OC(=O)[N:7]([S:17]([C:20]1[CH:25]=[CH:24][C:23]([N:26]2[C:30]([C:31]3[CH:36]=[CH:35][C:34]([CH3:37])=[CH:33][CH:32]=3)=[CH:29][C:28]([C:38]([F:41])([F:40])[F:39])=[N:27]2)=[CH:22][CH:21]=1)(=[O:19])=[O:18])[CH2:8][CH2:9][O:10][C:11]1[N:16]=[CH:15][CH:14]=[CH:13][N:12]=1)(C)(C)C.C(=O)(O)[O-].[Na+]. Product: [CH3:37][C:34]1[CH:33]=[CH:32][C:31]([C:30]2[N:26]([C:23]3[CH:22]=[CH:21][C:20]([S:17]([NH:7][CH2:8][CH2:9][O:10][C:11]4[N:12]=[CH:13][CH:14]=[CH:15][N:16]=4)(=[O:19])=[O:18])=[CH:25][CH:24]=3)[N:27]=[C:28]([C:38]([F:41])([F:39])[F:40])[CH:29]=2)=[CH:36][CH:35]=1. The catalyst class is: 55. (4) Reactant: [CH3:1][O:2][C:3]([C:5]1[CH:6]=[N:7][CH:8]=[C:9](Br)[CH:10]=1)=[O:4].C(=O)([O-])[O-].[Cs+].[Cs+].[Cl:18][C:19]1[CH:24]=[CH:23][C:22](B(O)O)=[CH:21][CH:20]=1. Product: [CH3:1][O:2][C:3](=[O:4])[C:5]1[CH:10]=[C:9]([C:22]2[CH:23]=[CH:24][C:19]([Cl:18])=[CH:20][CH:21]=2)[CH:8]=[N:7][CH:6]=1. The catalyst class is: 427. (5) Reactant: [CH3:1][C:2]#[C:3][CH2:4][N:5]1[C:9]([N:10]2[CH2:15][C@H:14]([NH2:16])[CH2:13][CH2:12][CH2:11]2)=[N:8][C:7]2[N:17]([CH3:35])[C:18]([N:20]([CH2:23][C:24]3[N:25]=[C:26]([CH3:34])[C:27]4[CH:28]=[CH:29][CH:30]=[CH:31][C:32]=4[N:33]=3)[C:21](=[O:22])[C:6]1=2)=[O:19].C([C@H]([C@@H](C([O-])=O)O)O)([O-])=O.[OH-].[Li+].[OH-].[Na+].[OH-].[K+]. Product: [CH3:1][C:2]#[C:3][CH2:4][N:5]1[C:9]([N:10]2[CH2:15][C@H:14]([NH2:16])[CH2:13][CH2:12][CH2:11]2)=[N:8][C:7]2[N:17]([CH3:35])[C:18]([N:20]([CH2:23][C:24]3[N:25]=[C:26]([CH3:34])[C:27]4[CH:28]=[CH:29][CH:30]=[CH:31][C:32]=4[N:33]=3)[C:21](=[O:22])[C:6]1=2)=[O:19]. The catalyst class is: 6. (6) Reactant: Br[CH2:2][C:3](OC(=O)CBr)=[O:4].[CH2:10]([NH:17][CH2:18][C:19]1[CH:20]=[C:21]([CH2:41][N:42]2[CH2:47][CH2:46][O:45][CH2:44][CH2:43]2)[CH:22]=[C:23]2[C:28]=1[N:27]=[CH:26][C:25]([C:29]([NH:31][CH2:32][C:33]1[CH:38]=[CH:37][C:36]([Cl:39])=[CH:35][CH:34]=1)=[O:30])=[C:24]2[OH:40])[C:11]1[CH:16]=[CH:15][CH:14]=[CH:13][CH:12]=1.C(N(CC)CC)C. Product: [CH2:10]([N:17]1[CH2:18][C:19]2=[C:28]3[C:23](=[CH:22][C:21]([CH2:41][N:42]4[CH2:43][CH2:44][O:45][CH2:46][CH2:47]4)=[CH:20]2)[C:24](=[O:40])[C:25]([C:29]([NH:31][CH2:32][C:33]2[CH:38]=[CH:37][C:36]([Cl:39])=[CH:35][CH:34]=2)=[O:30])=[CH:26][N:27]3[CH2:2][C:3]1=[O:4])[C:11]1[CH:12]=[CH:13][CH:14]=[CH:15][CH:16]=1. The catalyst class is: 179. (7) Reactant: [CH2:1]([CH:3]([CH2:7][CH2:8][CH2:9][CH3:10])[CH2:4][Mg]Br)[CH3:2].C(OCC)C.[C:16](=S)([O:27]C1C=CC=CN=1)[CH2:17][CH2:18][CH2:19][CH2:20][CH2:21][CH2:22][CH2:23][CH2:24][CH:25]=[CH2:26]. Product: [CH2:1]([CH:3]([CH2:4][C:16](=[O:27])[CH2:17][CH2:18][CH2:19][CH2:20][CH2:21][CH2:22][CH2:23][CH2:24][CH:25]=[CH2:26])[CH2:7][CH2:8][CH2:9][CH3:10])[CH3:2]. The catalyst class is: 1.